The task is: Predict which catalyst facilitates the given reaction.. This data is from Catalyst prediction with 721,799 reactions and 888 catalyst types from USPTO. (1) Reactant: [C:1]([CH2:4][C:5](=O)[CH3:6])(=[O:3])[CH3:2].[CH3:8][O:9][C:10]1[CH:11]=[C:12]([CH:14]=[C:15]([C:17]([F:20])([F:19])[F:18])[CH:16]=1)[NH2:13].C1(C)C=CC(S(O)(=O)=O)=CC=1. Product: [CH3:8][O:9][C:10]1[CH:11]=[C:12]([NH:13][C:5]([CH3:6])=[CH:4][C:1](=[O:3])[CH3:2])[CH:14]=[C:15]([C:17]([F:18])([F:20])[F:19])[CH:16]=1. The catalyst class is: 11. (2) Reactant: [F:1][C:2]1[C:3](I)=[CH:4][C:5](=[O:21])[N:6]([CH2:8][CH2:9][C@@:10]([CH3:20])([S:16]([CH3:19])(=[O:18])=[O:17])[C:11]([O:13]CC)=[O:12])[CH:7]=1.[Cl:23][C:24]1[CH:29]=[CH:28][C:27](B(O)O)=[C:26]([F:33])[CH:25]=1.CC1CCCO1.[O-]P([O-])([O-])=O.[K+].[K+].[K+].[OH-].[Li+]. Product: [Cl:23][C:24]1[CH:29]=[CH:28][C:27]([C:3]2[C:2]([F:1])=[CH:7][N:6]([CH2:8][CH2:9][C@@:10]([CH3:20])([S:16]([CH3:19])(=[O:17])=[O:18])[C:11]([OH:13])=[O:12])[C:5](=[O:21])[CH:4]=2)=[C:26]([F:33])[CH:25]=1. The catalyst class is: 587. (3) Reactant: C([O:3][C:4]([C:6]1[CH:7]=[C:8]2[C:16](=[CH:17][CH:18]=1)[NH:15][C:14]1[C:13](=[O:19])[NH:12][CH2:11][CH:10]([CH3:20])[C:9]2=1)=[O:5])C.[OH-].[Li+].Cl. Product: [CH3:20][CH:10]1[C:9]2[C:8]3[C:16](=[CH:17][CH:18]=[C:6]([C:4]([OH:5])=[O:3])[CH:7]=3)[NH:15][C:14]=2[C:13](=[O:19])[NH:12][CH2:11]1. The catalyst class is: 72. (4) Reactant: [Cl:1][C:2]1[C:3]([NH:17][C@H:18]([C:20]2[CH:25]=[CH:24][CH:23]=[C:22]([O:26]C)[CH:21]=2)[CH3:19])=[N:4][C:5]([NH:8][C:9]2[CH:10]=[C:11]([CH2:15]O)[CH:12]=[CH:13][CH:14]=2)=[N:6][CH:7]=1.B(Br)(Br)[Br:29].O.CCOC(C)=O. Product: [Br:29][CH2:15][C:11]1[CH:10]=[C:9]([NH:8][C:5]2[N:4]=[C:3]([NH:17][C@H:18]([C:20]3[CH:21]=[C:22]([OH:26])[CH:23]=[CH:24][CH:25]=3)[CH3:19])[C:2]([Cl:1])=[CH:7][N:6]=2)[CH:14]=[CH:13][CH:12]=1. The catalyst class is: 2. (5) Reactant: C(OC(=O)[NH:7][C:8]1[CH:13]=[CH:12][C:11]([C:14]2[CH:19]=[CH:18][C:17]([F:20])=[CH:16][CH:15]=2)=[CH:10][C:9]=1[NH:21][C:22](=[O:37])[CH2:23][C:24]([C:26]1[N:27]=[C:28]([N:31]2[CH:35]=[C:34]([CH3:36])[N:33]=[CH:32]2)[S:29][CH:30]=1)=O)(C)(C)C.C(O)(C(F)(F)F)=O. Product: [F:20][C:17]1[CH:18]=[CH:19][C:14]([C:11]2[CH:12]=[CH:13][C:8]3[N:7]=[C:24]([C:26]4[N:27]=[C:28]([N:31]5[CH:35]=[C:34]([CH3:36])[N:33]=[CH:32]5)[S:29][CH:30]=4)[CH2:23][C:22](=[O:37])[NH:21][C:9]=3[CH:10]=2)=[CH:15][CH:16]=1. The catalyst class is: 2. (6) Reactant: O=[C:2]1[CH:11]([C:12]([O:14][CH3:15])=[O:13])[CH2:10][CH2:9][CH2:8][C:3]21[CH2:7][CH2:6][CH2:5][CH2:4]2.C([O-])(=O)C.[NH4+].[BH3-]C#[N:23].[Na+]. Product: [NH2:23][CH:2]1[CH:11]([C:12]([O:14][CH3:15])=[O:13])[CH2:10][CH2:9][CH2:8][C:3]21[CH2:7][CH2:6][CH2:5][CH2:4]2. The catalyst class is: 5. (7) Reactant: Cl[C:2]1[NH:3][C:4]2[CH:10]=[CH:9][CH:8]=[CH:7][C:5]=2[N:6]=1.[CH2:11]([O:13][C:14]([CH:16]1[CH2:21][CH2:20][CH:19]([NH2:22])[CH2:18][CH2:17]1)=[O:15])[CH3:12].C(N(C(C)C)CC)(C)C. Product: [CH2:11]([O:13][C:14]([C@H:16]1[CH2:21][CH2:20][C@@H:19]([NH:22][C:2]2[NH:3][C:4]3[CH:10]=[CH:9][CH:8]=[CH:7][C:5]=3[N:6]=2)[CH2:18][CH2:17]1)=[O:15])[CH3:12]. The catalyst class is: 14. (8) Reactant: [O:1]1[CH2:5][CH2:4][CH2:3][CH2:2]1.[Li+].[OH-].ClC1[N:14]=[C:13]2[CH:15]([C:18]([O:20]C)=[O:19])[CH2:16][CH2:17]C2=CC=1. Product: [O:1]=[C:5]1[NH:14][C:13]2[CH:15]([C:18]([OH:20])=[O:19])[CH2:16][CH2:17][C:2]=2[CH:3]=[CH:4]1. The catalyst class is: 5. (9) Reactant: [CH2:1]([OH:6])[CH2:2][CH2:3][CH:4]=[CH2:5].[H-].[Na+].Cl[S:10]([N:13]=C=O)(=[O:12])=[O:11].C(O)=O. Product: [S:10](=[O:12])(=[O:11])([O:6][CH2:1][CH2:2][CH2:3][CH:4]=[CH2:5])[NH2:13]. The catalyst class is: 705.